The task is: Binary classification across 12 toxicity assays.. This data is from Tox21: 12 toxicity assays (nuclear receptors and stress response pathways). (1) The molecule is CCCC[n+]1ccc(C)cc1. It tested positive (active) for: NR-AhR (Aryl hydrocarbon Receptor agonist activity), NR-ER (Estrogen Receptor agonist activity), NR-ER-LBD (Estrogen Receptor Ligand Binding Domain agonist), SR-ARE (Antioxidant Response Element (oxidative stress)), and SR-MMP (Mitochondrial Membrane Potential disruption). (2) The molecule is Nc1ccc(Cc2ccc(N)cc2)cc1. It tested positive (active) for: NR-AhR (Aryl hydrocarbon Receptor agonist activity). (3) The compound is CCNCCO. It tested positive (active) for: NR-ER (Estrogen Receptor agonist activity). (4) The compound is Nc1ncnc2[nH]cnc12. It tested positive (active) for: SR-HSE (Heat Shock Element response).